Dataset: Full USPTO retrosynthesis dataset with 1.9M reactions from patents (1976-2016). Task: Predict the reactants needed to synthesize the given product. (1) The reactants are: [C:1]([C:4]1[C:5]([C:24]([C:26]2[CH:27]=[C:28]([CH:31]=[C:32]([CH3:34])[CH:33]=2)[C:29]#[N:30])=[O:25])=[N:6][C:7]([O:17]CC[Si](C)(C)C)=[N:8][C:9]=1[O:10]CC[Si](C)(C)C)([CH3:3])=[CH2:2].C(O)(C(F)(F)F)=O. Given the product [C:1]([C:4]1[C:9](=[O:10])[NH:8][C:7](=[O:17])[NH:6][C:5]=1[C:24]([C:26]1[CH:27]=[C:28]([CH:31]=[C:32]([CH3:34])[CH:33]=1)[C:29]#[N:30])=[O:25])([CH3:3])=[CH2:2], predict the reactants needed to synthesize it. (2) Given the product [OH:52][C:44]1[C:43]([CH:28]2[C:36]3[C:31](=[CH:32][CH:33]=[CH:34][CH:35]=3)[N:30]([CH2:37][CH2:38][CH2:39][CH2:40][CH3:41])[C:29]2=[O:42])=[CH:51][C:47]2[CH2:48][CH2:49][O:50][C:46]=2[CH:45]=1, predict the reactants needed to synthesize it. The reactants are: C1(CCN2C3C(=CC=CC=3)C(O)(C3C(O)=CC4OCOC=4C=3)C2=O)CC1.O[C:28]1([C:43]2[C:44]([OH:52])=[CH:45][C:46]3[O:50][CH2:49][CH2:48][C:47]=3[CH:51]=2)[C:36]2[C:31](=[CH:32][CH:33]=[CH:34][CH:35]=2)[N:30]([CH2:37][CH2:38][CH2:39][CH2:40][CH3:41])[C:29]1=[O:42].